This data is from Catalyst prediction with 721,799 reactions and 888 catalyst types from USPTO. The task is: Predict which catalyst facilitates the given reaction. Reactant: [C:1]([O:5][C:6]([N:8]1[CH2:13][CH2:12][CH:11]([C:14]2[NH:15][CH:16]=[C:17]([C:19]3[CH:24]=[CH:23][C:22]([F:25])=[C:21]([F:26])[CH:20]=3)[N:18]=2)[CH2:10][CH2:9]1)=[O:7])([CH3:4])([CH3:3])[CH3:2].Br[CH2:28][CH2:29][O:30][Si:31]([C:34]([CH3:37])([CH3:36])[CH3:35])([CH3:33])[CH3:32].[OH-].[K+]. Product: [C:1]([O:5][C:6]([N:8]1[CH2:13][CH2:12][CH:11]([C:14]2[N:15]([CH2:28][CH2:29][O:30][Si:31]([C:34]([CH3:37])([CH3:36])[CH3:35])([CH3:33])[CH3:32])[CH:16]=[C:17]([C:19]3[CH:24]=[CH:23][C:22]([F:25])=[C:21]([F:26])[CH:20]=3)[N:18]=2)[CH2:10][CH2:9]1)=[O:7])([CH3:4])([CH3:2])[CH3:3]. The catalyst class is: 1.